From a dataset of Catalyst prediction with 721,799 reactions and 888 catalyst types from USPTO. Predict which catalyst facilitates the given reaction. (1) Reactant: COC1C=CC(C[N:8](CC2C=CC(OC)=CC=2)[C:9]2[CH:10]=[C:11]([C:16]([CH:21]([C:26]([O:28][CH3:29])=[O:27])[C:22]([O:24][CH3:25])=[O:23])([CH:18]3[CH2:20][CH2:19]3)[CH3:17])[CH:12]=[CH:13][C:14]=2[Cl:15])=CC=1.ClC1C(=O)C(C#N)=C(C#N)C(=O)C=1Cl.C(=O)(O)[O-].[Na+]. Product: [NH2:8][C:9]1[CH:10]=[C:11]([C:16]([CH:21]([C:26]([O:28][CH3:29])=[O:27])[C:22]([O:24][CH3:25])=[O:23])([CH:18]2[CH2:19][CH2:20]2)[CH3:17])[CH:12]=[CH:13][C:14]=1[Cl:15]. The catalyst class is: 46. (2) The catalyst class is: 2. Reactant: [N:1]1[C:10]2[C:5](=[CH:6][C:7]([CH2:11][CH2:12][CH2:13][OH:14])=[CH:8][CH:9]=2)[CH:4]=[CH:3][CH:2]=1.CC(OI1(OC(C)=O)(OC(C)=O)OC(=O)C2C=CC=CC1=2)=O.[OH-].[Na+].CCCCCC. Product: [N:1]1[C:10]2[C:5](=[CH:6][C:7]([CH2:11][CH2:12][CH:13]=[O:14])=[CH:8][CH:9]=2)[CH:4]=[CH:3][CH:2]=1. (3) Product: [Br:22][C:23]1[N:28]=[C:27]([C:29]([NH:14][C:9]2[CH:10]=[CH:11][CH:12]=[CH:13][C:8]=2[NH:7][C:1]2[CH:2]=[CH:3][CH:4]=[CH:5][CH:6]=2)=[O:30])[CH:26]=[CH:25][CH:24]=1. Reactant: [C:1]1([NH:7][C:8]2[CH:13]=[CH:12][CH:11]=[CH:10][C:9]=2[NH2:14])[CH:6]=[CH:5][CH:4]=[CH:3][CH:2]=1.CN1CCCC1=O.[Br:22][C:23]1[N:28]=[C:27]([C:29](Cl)=[O:30])[CH:26]=[CH:25][CH:24]=1.CN1CCCC1=O. The catalyst class is: 6. (4) Reactant: [Cl:1][C:2]1[C:3]([O:17][CH:18]([CH3:20])[CH3:19])=[N:4][CH:5]=[C:6](B2OC(C)(C)C(C)(C)O2)[CH:7]=1.O.C(OO)(=[O:24])C. Product: [Cl:1][C:2]1[CH:7]=[C:6]([OH:24])[CH:5]=[N:4][C:3]=1[O:17][CH:18]([CH3:20])[CH3:19]. The catalyst class is: 15. (5) Reactant: [C:1]([NH:20][CH:21]([CH2:26][S:27][C@@H:28]1[O:45][C@H:44]([CH2:46][O:47][C:48](=[O:50])[CH3:49])[C@H:39]([O:40][C:41](=[O:43])[CH3:42])[C@H:34]([O:35][C:36](=[O:38])[CH3:37])[C@H:29]1[O:30][C:31](=[O:33])[CH3:32])[C:22]([O:24]C)=[O:23])(=[O:19])[CH2:2][CH2:3][CH2:4][CH2:5][CH2:6][CH2:7][CH2:8][CH2:9][CH2:10][CH2:11][CH2:12][CH2:13][CH2:14][CH2:15][CH2:16][CH2:17][CH3:18].[I-].[Li+]. Product: [C:1]([NH:20][CH:21]([CH2:26][S:27][C@@H:28]1[O:45][C@H:44]([CH2:46][O:47][C:48](=[O:50])[CH3:49])[C@H:39]([O:40][C:41](=[O:43])[CH3:42])[C@H:34]([O:35][C:36](=[O:38])[CH3:37])[C@H:29]1[O:30][C:31](=[O:33])[CH3:32])[C:22]([OH:24])=[O:23])(=[O:19])[CH2:2][CH2:3][CH2:4][CH2:5][CH2:6][CH2:7][CH2:8][CH2:9][CH2:10][CH2:11][CH2:12][CH2:13][CH2:14][CH2:15][CH2:16][CH2:17][CH3:18]. The catalyst class is: 17. (6) Reactant: Cl[C:2]1[C:7]([N+:8]([O-:10])=[O:9])=[CH:6][CH:5]=[C:4]([F:11])[C:3]=1[C:12]1[CH:17]=[CH:16][CH:15]=[CH:14][N:13]=1.[CH3:18][O:19][CH2:20][CH2:21][NH2:22].CCN(C(C)C)C(C)C. Product: [F:11][C:4]1[C:3]([C:12]2[CH:17]=[CH:16][CH:15]=[CH:14][N:13]=2)=[C:2]([NH:22][CH2:21][CH2:20][O:19][CH3:18])[C:7]([N+:8]([O-:10])=[O:9])=[CH:6][CH:5]=1. The catalyst class is: 23.